This data is from Catalyst prediction with 721,799 reactions and 888 catalyst types from USPTO. The task is: Predict which catalyst facilitates the given reaction. (1) Reactant: CCN(C(C)C)C(C)C.F[P-](F)(F)(F)(F)F.N1(OC(N(C)C)=[N+](C)C)C2N=CC=CC=2N=N1.Cl.[CH3:35][O:36][C:37](=[O:58])[C@@H:38]([CH2:40][C:41]1[CH:46]=[CH:45][C:44]([NH:47][C:48](=[O:57])[C:49]2[C:54]([Cl:55])=[CH:53][CH:52]=[CH:51][C:50]=2[Cl:56])=[CH:43][CH:42]=1)[NH2:39]. Product: [CH3:35][O:36][C:37](=[O:58])[C@@H:38]([CH2:40][C:41]1[CH:42]=[CH:43][C:44]([NH:47][C:48](=[O:57])[C:49]2[C:50]([Cl:56])=[CH:51][CH:52]=[CH:53][C:54]=2[Cl:55])=[CH:45][CH:46]=1)[NH2:39]. The catalyst class is: 18. (2) Reactant: [F:1][C:2]1[CH:3]=[C:4]([NH2:30])[CH:5]=[CH:6][C:7]=1[O:8][C:9]1[C:18]2[C:13](=[CH:14][C:15]([O:21][CH2:22][CH:23]3[CH2:28][CH2:27][N:26]([CH3:29])[CH2:25][CH2:24]3)=[C:16]([O:19][CH3:20])[CH:17]=2)[N:12]=[CH:11][CH:10]=1.CCN(CC)CC.[C:38]([O:43]CC)(=O)[C:39]([NH2:41])=[O:40].[CH2:46](N)[CH2:47][C:48]1[CH:53]=[CH:52][CH:51]=[CH:50][CH:49]=1. Product: [F:1][C:2]1[CH:3]=[C:4]([NH:30][C:38](=[O:43])[C:39]([NH:41][CH2:46][CH2:47][C:48]2[CH:53]=[CH:52][CH:51]=[CH:50][CH:49]=2)=[O:40])[CH:5]=[CH:6][C:7]=1[O:8][C:9]1[C:18]2[C:13](=[CH:14][C:15]([O:21][CH2:22][CH:23]3[CH2:28][CH2:27][N:26]([CH3:29])[CH2:25][CH2:24]3)=[C:16]([O:19][CH3:20])[CH:17]=2)[N:12]=[CH:11][CH:10]=1. The catalyst class is: 2. (3) Reactant: Cl.[O:2]([NH2:4])[CH3:3].CO[CH:7](OC)[CH2:8][CH2:9][CH2:10][N:11]1[C:23]2[C:22]3[CH:21]=[CH:20][CH:19]=[CH:18][C:17]=3[N:16]=[C:15]([NH2:24])[C:14]=2[N:13]=[C:12]1[CH3:25]. The catalyst class is: 8. Product: [CH3:3][O:2][N:4]=[CH:7][CH2:8][CH2:9][CH2:10][N:11]1[C:23]2[C:22]3[CH:21]=[CH:20][CH:19]=[CH:18][C:17]=3[N:16]=[C:15]([NH2:24])[C:14]=2[N:13]=[C:12]1[CH3:25].